Dataset: Full USPTO retrosynthesis dataset with 1.9M reactions from patents (1976-2016). Task: Predict the reactants needed to synthesize the given product. Given the product [Cl:1][C:2]1[CH:7]=[CH:6][C:5]([C:8]2[S:12][C:11]([CH3:13])=[C:10]([C:14]3[C:15](=[O:21])[CH:16]([CH:36]([OH:37])[CH:33]4[CH2:34][CH2:35][O:30][CH2:31][CH2:32]4)[CH2:17][C:18]=3[O:19][CH3:20])[CH:9]=2)=[CH:4][CH:3]=1, predict the reactants needed to synthesize it. The reactants are: [Cl:1][C:2]1[CH:7]=[CH:6][C:5]([C:8]2[S:12][C:11]([CH3:13])=[C:10]([C:14]3[C:15](=[O:21])[CH2:16][CH2:17][C:18]=3[O:19][CH3:20])[CH:9]=2)=[CH:4][CH:3]=1.C([N-]C(C)C)(C)C.[Li+].[O:30]1[CH2:35][CH2:34][CH:33]([CH:36]=[O:37])[CH2:32][CH2:31]1.